This data is from Reaction yield outcomes from USPTO patents with 853,638 reactions. The task is: Predict the reaction yield, written as a fraction of the theoretical maximum amount of product (1.0 means a 100% yield; for example, 0.34 means a 34% yield). The reactants are [NH2:1][C:2]([NH:4][C:5]1[CH:10]=[CH:9][CH:8]=[C:7]([Br:11])[CH:6]=1)=[S:3].[C:12]([O:20][C:21]1[CH:26]=[CH:25][C:24]([C:27](=O)[CH2:28]Br)=[CH:23][CH:22]=1)(=[O:19])[C:13]1[CH:18]=[CH:17][CH:16]=[CH:15][CH:14]=1.N1C=CC=CC=1. The catalyst is O1CCOCC1. The product is [C:12]([O:20][C:21]1[CH:22]=[CH:23][C:24]([C:27]2[N:1]=[C:2]([NH:4][C:5]3[CH:10]=[CH:9][CH:8]=[C:7]([Br:11])[CH:6]=3)[S:3][CH:28]=2)=[CH:25][CH:26]=1)(=[O:19])[C:13]1[CH:14]=[CH:15][CH:16]=[CH:17][CH:18]=1. The yield is 0.750.